This data is from Full USPTO retrosynthesis dataset with 1.9M reactions from patents (1976-2016). The task is: Predict the reactants needed to synthesize the given product. Given the product [O:30]1[CH:31]=[CH:32][CH:33]=[C:29]1[C:25]1[O:26][C:27]([CH3:28])=[C:23]([CH2:22][O:21][C:18]2[N:19]=[CH:20][C:15]([CH2:14][O:1][C:2]3[C:6]([CH2:7][C:8]([O:10][CH3:11])=[O:9])=[CH:5][N:4]([CH3:12])[N:3]=3)=[CH:16][CH:17]=2)[N:24]=1, predict the reactants needed to synthesize it. The reactants are: [OH:1][C:2]1[C:6]([CH2:7][C:8]([O:10][CH3:11])=[O:9])=[CH:5][N:4]([CH3:12])[N:3]=1.Cl[CH2:14][C:15]1[CH:16]=[CH:17][C:18]([O:21][CH2:22][C:23]2[N:24]=[C:25]([C:29]3[O:30][CH:31]=[CH:32][CH:33]=3)[O:26][C:27]=2[CH3:28])=[N:19][CH:20]=1.C(=O)([O-])[O-].[K+].[K+].CN(C)C=O.